Dataset: Forward reaction prediction with 1.9M reactions from USPTO patents (1976-2016). Task: Predict the product of the given reaction. (1) Given the reactants [OH:1][C:2]1[CH:3]=[CH:4][C:5]([O:8][C:9]2[CH:14]=[CH:13][C:12]([CH2:15][CH2:16][CH:17]([NH:19][C:20](=[O:22])[CH3:21])[CH3:18])=[CH:11][CH:10]=2)=[N:6][CH:7]=1.Br[CH2:24][CH:25]1[CH2:28][CH2:27][CH2:26]1, predict the reaction product. The product is: [CH:25]1([CH2:24][O:1][C:2]2[CH:3]=[CH:4][C:5]([O:8][C:9]3[CH:14]=[CH:13][C:12]([CH2:15][CH2:16][CH:17]([NH:19][C:20](=[O:22])[CH3:21])[CH3:18])=[CH:11][CH:10]=3)=[N:6][CH:7]=2)[CH2:28][CH2:27][CH2:26]1. (2) Given the reactants [N:1]1[C:10]2[C:5](=[CH:6][CH:7]=[CH:8][CH:9]=2)[CH:4]=[C:3]([CH:11]=O)[CH:2]=1.[NH2:13][C:14]1[CH:15]=[C:16]2[C:20]3=[C:21]([CH2:23][S:24][CH2:25][CH2:26][N:19]3[C@H:18]3[CH2:27][CH2:28][N:29](C(OC(C)(C)C)=O)[CH2:30][C@@H:17]23)[CH:22]=1, predict the reaction product. The product is: [N:1]1[C:10]2[C:5](=[CH:6][CH:7]=[CH:8][CH:9]=2)[CH:4]=[C:3]([CH2:11][NH:13][C:14]2[CH:15]=[C:16]3[C:20]4=[C:21]([CH2:23][S:24][CH2:25][CH2:26][N:19]4[C@H:18]4[CH2:27][CH2:28][NH:29][CH2:30][C@@H:17]34)[CH:22]=2)[CH:2]=1.